Dataset: Full USPTO retrosynthesis dataset with 1.9M reactions from patents (1976-2016). Task: Predict the reactants needed to synthesize the given product. (1) Given the product [Cl:1][C:2]1[CH:3]=[C:4]([C:9]2([C:13]([OH:21])([CH3:22])[CH2:14][N:15]3[CH2:16][CH2:17][CH2:18][CH2:19][CH2:20]3)[CH2:10][CH2:11][CH2:12]2)[CH:5]=[CH:6][C:7]=1[Cl:8], predict the reactants needed to synthesize it. The reactants are: [Cl:1][C:2]1[CH:3]=[C:4]([C:9]2([C:13](=[O:21])[CH2:14][N:15]3[CH2:20][CH2:19][CH2:18][CH2:17][CH2:16]3)[CH2:12][CH2:11][CH2:10]2)[CH:5]=[CH:6][C:7]=1[Cl:8].[CH3:22][Mg]Br. (2) Given the product [CH2:1]([N:3]([CH2:4][C:5]1[CH:6]=[C:7]([NH2:11])[CH:8]=[CH:9][CH:10]=1)[CH2:14][CH3:15])[CH3:2], predict the reactants needed to synthesize it. The reactants are: [CH2:1]([N:3]([CH2:14][CH3:15])[CH2:4][C:5]1[CH:10]=[CH:9][CH:8]=[C:7]([N+:11]([O-])=O)[CH:6]=1)[CH3:2].CC1C=C(C=CC=1)N. (3) Given the product [Cl:26][C:10]1[C:11]2[C:16](=[CH:15][CH:14]=[C:13]([S:19][C:20]3[CH:25]=[CH:24][CH:23]=[CH:22][CH:21]=3)[CH:12]=2)[C:17]([OH:18])=[C:8]([C:6]([CH:28]([NH2:27])[C:29]([OH:31])=[O:30])=[O:7])[N:9]=1, predict the reactants needed to synthesize it. The reactants are: C(O[C:6]([C:8]1[N:9]=[C:10]([Cl:26])[C:11]2[C:16]([C:17]=1[OH:18])=[CH:15][CH:14]=[C:13]([S:19][C:20]1[CH:25]=[CH:24][CH:23]=[CH:22][CH:21]=1)[CH:12]=2)=[O:7])CCC.[NH2:27][CH2:28][C:29]([OH:31])=[O:30].C[O-].[Na+]. (4) Given the product [O:21]1[CH2:4][CH2:9][N:1]([C:11]2[CH:12]=[CH:13][C:14]3[C:19](=[CH:18][CH:17]=[CH:16][CH:15]=3)[N:10]=2)[CH2:2][CH2:3]1, predict the reactants needed to synthesize it. The reactants are: [NH:1]1[C:9]2[C:4](=CC=CC=2)[CH2:3][CH2:2]1.[N:10]1[C:19]2[C:14](=[CH:15][CH:16]=[CH:17][CH:18]=2)[CH:13]=[CH:12][CH:11]=1.C(=O)([O-])[O-:21].[Cs+].[Cs+].C1C=CC(P(C2C(C3C(P(C4C=CC=CC=4)C4C=CC=CC=4)=CC=C4C=3C=CC=C4)=C3C(C=CC=C3)=CC=2)C2C=CC=CC=2)=CC=1. (5) The reactants are: N1[C:10]2[C:5](=[C:6]([S:11]([N:14]3[CH2:21][C:20]4[CH:22]=[CH:23][CH:24]=[CH:25][C:19]=4[CH2:18][O:17][CH2:16][C@H:15]3[CH2:26][OH:27])(=[O:13])=[O:12])[CH:7]=[CH:8][CH:9]=2)[CH:4]=CC=1.[H-].[Na+].[CH3:30]I.C[N:33]([CH:35]=O)[CH3:34]. Given the product [CH3:30][O:27][CH2:26][C@H:15]1[N:14]([S:11]([C:6]2[CH:7]=[CH:8][CH:9]=[C:10]3[C:34]=2[N:33]=[CH:35][CH:4]=[CH:5]3)(=[O:13])=[O:12])[CH2:21][C:20]2[CH:22]=[CH:23][CH:24]=[CH:25][C:19]=2[CH2:18][O:17][CH2:16]1, predict the reactants needed to synthesize it. (6) The reactants are: [C:1]([O:5][C:6]([N:8]1[CH2:13][CH2:12][C:11]2[C:14]([C:21]([F:24])([F:23])[F:22])=[N:15][N:16]([CH2:17][C:18]([OH:20])=O)[C:10]=2[CH2:9]1)=[O:7])([CH3:4])([CH3:3])[CH3:2].[Cl:25][C:26]1[CH:31]=[CH:30][C:29]([CH:32]([NH2:34])[CH3:33])=[CH:28][CH:27]=1.C1C=CC2N(O)N=NC=2C=1.C(N(CC)CC)C.CCN=C=NCCCN(C)C. Given the product [Cl:25][C:26]1[CH:31]=[CH:30][C:29]([CH:32]([NH:34][C:18](=[O:20])[CH2:17][N:16]2[C:10]3[CH2:9][N:8]([C:6]([O:5][C:1]([CH3:4])([CH3:2])[CH3:3])=[O:7])[CH2:13][CH2:12][C:11]=3[C:14]([C:21]([F:24])([F:22])[F:23])=[N:15]2)[CH3:33])=[CH:28][CH:27]=1, predict the reactants needed to synthesize it. (7) The reactants are: [CH3:1][O:2][C:3]1[CH:34]=[CH:33][C:6]([CH2:7][NH:8][C:9]2[N:14]=[C:13]([CH2:15][CH2:16][CH2:17][CH2:18][C:19](=[O:32])[CH:20]=[CH:21][C:22]3[CH:31]=[N:30][C:29]4[C:24](=[CH:25][CH:26]=[CH:27][CH:28]=4)[N:23]=3)[CH:12]=[CH:11][CH:10]=2)=[CH:5][CH:4]=1.[BH4-].[Na+]. Given the product [CH3:1][O:2][C:3]1[CH:4]=[CH:5][C:6]([CH2:7][NH:8][C:9]2[N:14]=[C:13]([CH2:15][CH2:16][CH2:17][CH2:18][CH:19]([OH:32])[CH:20]=[CH:21][C:22]3[CH:31]=[N:30][C:29]4[C:24](=[CH:25][CH:26]=[CH:27][CH:28]=4)[N:23]=3)[CH:12]=[CH:11][CH:10]=2)=[CH:33][CH:34]=1, predict the reactants needed to synthesize it.